From a dataset of NCI-60 drug combinations with 297,098 pairs across 59 cell lines. Regression. Given two drug SMILES strings and cell line genomic features, predict the synergy score measuring deviation from expected non-interaction effect. Drug 1: C1=CC(=C2C(=C1NCCNCCO)C(=O)C3=C(C=CC(=C3C2=O)O)O)NCCNCCO. Drug 2: CN(C)N=NC1=C(NC=N1)C(=O)N. Cell line: RPMI-8226. Synergy scores: CSS=44.8, Synergy_ZIP=2.99, Synergy_Bliss=1.05, Synergy_Loewe=-10.3, Synergy_HSA=0.792.